Dataset: NCI-60 drug combinations with 297,098 pairs across 59 cell lines. Task: Regression. Given two drug SMILES strings and cell line genomic features, predict the synergy score measuring deviation from expected non-interaction effect. (1) Drug 1: CC1CCC2CC(C(=CC=CC=CC(CC(C(=O)C(C(C(=CC(C(=O)CC(OC(=O)C3CCCCN3C(=O)C(=O)C1(O2)O)C(C)CC4CCC(C(C4)OC)OCCO)C)C)O)OC)C)C)C)OC. Drug 2: C1CCC(C(C1)N)N.C(=O)(C(=O)[O-])[O-].[Pt+4]. Cell line: A549. Synergy scores: CSS=20.7, Synergy_ZIP=-0.367, Synergy_Bliss=1.19, Synergy_Loewe=2.10, Synergy_HSA=2.82. (2) Drug 1: CC1=C(C=C(C=C1)NC(=O)C2=CC=C(C=C2)CN3CCN(CC3)C)NC4=NC=CC(=N4)C5=CN=CC=C5. Drug 2: CC12CCC3C(C1CCC2O)C(CC4=C3C=CC(=C4)O)CCCCCCCCCS(=O)CCCC(C(F)(F)F)(F)F. Cell line: UACC62. Synergy scores: CSS=-1.23, Synergy_ZIP=0.782, Synergy_Bliss=1.17, Synergy_Loewe=-1.91, Synergy_HSA=-0.846. (3) Synergy scores: CSS=50.2, Synergy_ZIP=-3.96, Synergy_Bliss=-9.04, Synergy_Loewe=-11.3, Synergy_HSA=-6.42. Drug 1: C1=CC=C(C=C1)NC(=O)CCCCCCC(=O)NO. Drug 2: CC1CC(C(C(C=C(C(C(C=CC=C(C(=O)NC2=CC(=O)C(=C(C1)C2=O)OC)C)OC)OC(=O)N)C)C)O)OC. Cell line: NCI-H460.